This data is from Forward reaction prediction with 1.9M reactions from USPTO patents (1976-2016). The task is: Predict the product of the given reaction. Given the reactants [C:1]([O:5][C:6](=[O:34])[NH:7][C:8]([C:10]1[S:11][C:12]([S:32][CH3:33])=[C:13]([S:15]([C:18]2[CH:19]=[C:20]([C:24]3[C:29]([CH3:30])=[CH:28][CH:27]=[CH:26][C:25]=3[NH2:31])[CH:21]=[CH:22][CH:23]=2)(=[O:17])=[O:16])[CH:14]=1)=[NH:9])([CH3:4])([CH3:3])[CH3:2].C1C[O:38][CH2:37][CH2:36]1.[CH3:40][CH2:41][O:42][C:43]([CH3:45])=[O:44], predict the reaction product. The product is: [CH2:41]([O:42][C:43](=[O:44])[CH2:45][CH2:36][C:37]([NH:31][C:25]1[CH:26]=[CH:27][CH:28]=[C:29]([CH3:30])[C:24]=1[C:20]1[CH:21]=[CH:22][CH:23]=[C:18]([S:15]([C:13]2[CH:14]=[C:10]([C:8]([NH:7][C:6]([O:5][C:1]([CH3:4])([CH3:3])[CH3:2])=[O:34])=[NH:9])[S:11][C:12]=2[S:32][CH3:33])(=[O:17])=[O:16])[CH:19]=1)=[O:38])[CH3:40].